From a dataset of Full USPTO retrosynthesis dataset with 1.9M reactions from patents (1976-2016). Predict the reactants needed to synthesize the given product. (1) Given the product [F:16][C:15]1[CH:14]=[CH:13][CH:12]=[C:11]2[C:10]=1[N:9]=[N:1][C:18](=[P:19]([C:32]1[CH:33]=[CH:34][CH:35]=[CH:36][CH:37]=1)([C:20]1[CH:25]=[CH:24][CH:23]=[CH:22][CH:21]=1)[C:26]1[CH:27]=[CH:28][CH:29]=[CH:30][CH:31]=1)[C:17]2=[O:38], predict the reactants needed to synthesize it. The reactants are: [N:1](OCCC(C)C)=O.[NH2:9][C:10]1[C:15]([F:16])=[CH:14][CH:13]=[CH:12][C:11]=1[C:17](=[O:38])[CH:18]=[P:19]([C:32]1[CH:37]=[CH:36][CH:35]=[CH:34][CH:33]=1)([C:26]1[CH:31]=[CH:30][CH:29]=[CH:28][CH:27]=1)[C:20]1[CH:25]=[CH:24][CH:23]=[CH:22][CH:21]=1. (2) Given the product [CH3:45][Si:46]([CH3:84])([CH3:83])[CH2:47][CH2:48][O:49][CH2:50][N:51]([CH2:75][O:76][CH2:77][CH2:78][Si:79]([CH3:82])([CH3:81])[CH3:80])[C:52]1[N:57]2[N:58]=[CH:59][C:60]([C:16]3[CH:15]=[N:14][N:13]([CH3:8])[CH:12]=3)=[C:56]2[N:55]=[C:54]([CH:62]2[CH2:67][CH2:66][N:65]([C:68]([O:70][C:71]([CH3:74])([CH3:73])[CH3:72])=[O:69])[CH2:64][CH2:63]2)[CH:53]=1, predict the reactants needed to synthesize it. The reactants are: C[Si](C)(C)CCOCN(COCC[Si](C)(C)C)[C:8]1[N:13]2[N:14]=[CH:15][C:16](C3C=NN(C)C=3)=[C:12]2N=C(C2CCC(CC(OCC)=O)CC2)C=1.[CH3:45][Si:46]([CH3:84])([CH3:83])[CH2:47][CH2:48][O:49][CH2:50][N:51]([CH2:75][O:76][CH2:77][CH2:78][Si:79]([CH3:82])([CH3:81])[CH3:80])[C:52]1[N:57]2[N:58]=[CH:59][C:60](I)=[C:56]2[N:55]=[C:54]([CH:62]2[CH2:67][CH2:66][N:65]([C:68]([O:70][C:71]([CH3:74])([CH3:73])[CH3:72])=[O:69])[CH2:64][CH2:63]2)[CH:53]=1.C[Si](C)(C)CCOCN(COCC[Si](C)(C)C)C1N2N=CC(I)=C2N=C(C2CCC(CC(OCC)=O)CC2)C=1.